Dataset: Full USPTO retrosynthesis dataset with 1.9M reactions from patents (1976-2016). Task: Predict the reactants needed to synthesize the given product. (1) Given the product [C:29]([C:28]1[CH:31]=[CH:32][C:25]([CH2:24][C:9]2[C:10]([CH3:13])=[C:11]([CH3:12])[C:2]([OH:1])=[C:3]([CH:8]=2)[C:4]([O:6][CH3:7])=[O:5])=[CH:26][C:27]=1[F:33])#[N:30], predict the reactants needed to synthesize it. The reactants are: [OH:1][C:2]1[C:11]([CH3:12])=[C:10]([CH3:13])[C:9](B2OC(C)(C)C(C)(C)O2)=[CH:8][C:3]=1[C:4]([O:6][CH3:7])=[O:5].Cl[CH2:24][C:25]1[CH:32]=[CH:31][C:28]([C:29]#[N:30])=[C:27]([F:33])[CH:26]=1.C(=O)([O-])[O-].[Na+].[Na+].COCCOC. (2) Given the product [CH2:33]([O:35][C:36]1[CH:43]=[CH:42][C:39]([CH2:40][S:1][C:2]2[CH:3]=[CH:4][C:5]3[O:9][C:8]([CH:10]([NH:12][C:13](=[O:15])[CH3:14])[CH3:11])=[CH:7][C:6]=3[CH:16]=2)=[CH:38][CH:37]=1)[CH3:34], predict the reactants needed to synthesize it. The reactants are: [SH:1][C:2]1[CH:3]=[CH:4][C:5]2[O:9][C:8]([CH:10]([NH:12][C:13](=[O:15])[CH3:14])[CH3:11])=[CH:7][C:6]=2[CH:16]=1.BrC1C=CC2OC(C(NC(=O)C)C)=CC=2C=1.[CH2:33]([O:35][C:36]1[CH:43]=[CH:42][C:39]([CH2:40]Cl)=[CH:38][CH:37]=1)[CH3:34].C(=O)([O-])[O-].[K+].[K+].